This data is from Forward reaction prediction with 1.9M reactions from USPTO patents (1976-2016). The task is: Predict the product of the given reaction. (1) Given the reactants Cl.C[O:3][C:4](=[O:38])[C:5]1[CH:10]=[CH:9][C:8]([O:11][C:12]2[CH:17]=[CH:16][C:15]([CH2:18][C@H:19]([NH2:37])[C:20]3[N:21]([CH2:33][CH2:34][CH2:35][CH3:36])[CH:22]=[C:23]([C:25]4[CH:30]=[CH:29][C:28]([Cl:31])=[CH:27][C:26]=4[Cl:32])[N:24]=3)=[CH:14][CH:13]=2)=[CH:7][CH:6]=1.[CH2:39]([C:41]1[CH:49]=[CH:48][C:44]([C:45](O)=[O:46])=[CH:43][CH:42]=1)[CH3:40], predict the reaction product. The product is: [CH2:33]([N:21]1[CH:22]=[C:23]([C:25]2[CH:30]=[CH:29][C:28]([Cl:31])=[CH:27][C:26]=2[Cl:32])[N:24]=[C:20]1[C@@H:19]([NH:37][C:45](=[O:46])[C:44]1[CH:48]=[CH:49][C:41]([CH2:39][CH3:40])=[CH:42][CH:43]=1)[CH2:18][C:15]1[CH:14]=[CH:13][C:12]([O:11][C:8]2[CH:7]=[CH:6][C:5]([C:4]([OH:3])=[O:38])=[CH:10][CH:9]=2)=[CH:17][CH:16]=1)[CH2:34][CH2:35][CH3:36]. (2) Given the reactants [NH2:1][C@@H:2]([CH2:28][C:29]1[CH:34]=[CH:33][CH:32]=[CH:31][CH:30]=1)[C:3]([NH:5][C:6]1[CH:7]=[C:8]([C:18]([F:27])([F:26])[C:19]([O:21]C(C)(C)C)=[O:20])[CH:9]=[C:10]([C:12]2[CH:17]=[CH:16][N:15]=[CH:14][CH:13]=2)[CH:11]=1)=[O:4].[S:35]1[CH:39]=[C:38]([CH:40]=O)[N:37]=[CH:36]1.C(O)(=O)C.C(O[BH-](OC(=O)C)OC(=O)C)(=O)C.[Na+], predict the reaction product. The product is: [F:27][C:18]([F:26])([C:8]1[CH:9]=[C:10]([C:12]2[CH:13]=[CH:14][N:15]=[CH:16][CH:17]=2)[CH:11]=[C:6]([NH:5][C:3](=[O:4])[C@@H:2]([NH:1][CH2:40][C:38]2[N:37]=[CH:36][S:35][CH:39]=2)[CH2:28][C:29]2[CH:34]=[CH:33][CH:32]=[CH:31][CH:30]=2)[CH:7]=1)[C:19]([OH:21])=[O:20]. (3) Given the reactants [NH2:1][C:2]1[N:10]=[CH:9][CH:8]=[CH:7][C:3]=1[C:4]([OH:6])=[O:5].Br[CH2:12][CH:13](OCC)OCC, predict the reaction product. The product is: [N:1]1[CH:12]=[CH:13][N:10]2[CH:9]=[CH:8][CH:7]=[C:3]([C:4]([OH:6])=[O:5])[C:2]=12. (4) Given the reactants Cl.[F:2][C:3]1[CH:8]=[CH:7][C:6]([NH:9][NH2:10])=[CH:5][CH:4]=1.[Cl:11][C:12]1[C:17]2[O:18][CH2:19][C:20](=[O:22])[NH:21][C:16]=2[CH:15]=[C:14]([C:23](=O)[CH2:24][C:25](=O)[C:26]([F:29])([F:28])[F:27])[CH:13]=1, predict the reaction product. The product is: [Cl:11][C:12]1[C:17]2[O:18][CH2:19][C:20](=[O:22])[NH:21][C:16]=2[CH:15]=[C:14]([C:23]2[N:9]([C:6]3[CH:7]=[CH:8][C:3]([F:2])=[CH:4][CH:5]=3)[N:10]=[C:25]([C:26]([F:29])([F:28])[F:27])[CH:24]=2)[CH:13]=1. (5) Given the reactants C(O)(=O)C.[F:5][C:6]1[CH:11]=[CH:10][C:9]([C:12]2[CH:13]=[CH:14][C:15]3[N:16]([C:18]([S:21][C:22]4[CH:23]=[CH:24][C:25]([N+:29]([O-])=O)=[C:26]([CH:28]=4)[NH2:27])=[N:19][N:20]=3)[N:17]=2)=[CH:8][CH:7]=1.[OH-].[Na+].O, predict the reaction product. The product is: [F:5][C:6]1[CH:11]=[CH:10][C:9]([C:12]2[CH:13]=[CH:14][C:15]3[N:16]([C:18]([S:21][C:22]4[CH:28]=[C:26]([NH2:27])[C:25]([NH2:29])=[CH:24][CH:23]=4)=[N:19][N:20]=3)[N:17]=2)=[CH:8][CH:7]=1. (6) Given the reactants [F:1][C:2]1[CH:7]=[CH:6][C:5]([CH:8]([C:25]2[CH:30]=[CH:29][C:28]([F:31])=[CH:27][CH:26]=2)[CH2:9][CH2:10][N:11]2[CH2:16][CH2:15][CH:14]([NH:17][C:18](OC(C)(C)C)=O)[CH2:13][CH2:12]2)=[CH:4][CH:3]=1.[H-].[H-].[H-].[H-].[Li+].[Al+3], predict the reaction product. The product is: [F:1][C:2]1[CH:3]=[CH:4][C:5]([CH:8]([C:25]2[CH:26]=[CH:27][C:28]([F:31])=[CH:29][CH:30]=2)[CH2:9][CH2:10][N:11]2[CH2:12][CH2:13][CH:14]([NH:17][CH3:18])[CH2:15][CH2:16]2)=[CH:6][CH:7]=1. (7) Given the reactants [CH2:1]([N:3]([CH2:17][CH3:18])[C:4]1[CH:9]=[C:8]([NH:10]C(C)=O)[CH:7]=[CH:6][C:5]=1[N+:14]([O-:16])=[O:15])[CH3:2].Cl, predict the reaction product. The product is: [CH2:17]([N:3]([CH2:1][CH3:2])[C:4]1[CH:9]=[C:8]([NH2:10])[CH:7]=[CH:6][C:5]=1[N+:14]([O-:16])=[O:15])[CH3:18]. (8) Given the reactants [OH:1]OS([O-])=O.[K+].[C:7]([O:10][C:11]1[CH:16]=[CH:15][C:14]([C:17](=[O:26])[NH:18][C:19]2[S:20][C:21]([S:24][CH3:25])=[CH:22][N:23]=2)=[CH:13][CH:12]=1)(=[O:9])[CH3:8], predict the reaction product. The product is: [C:7]([O:10][C:11]1[CH:12]=[CH:13][C:14]([C:17](=[O:26])[NH:18][C:19]2[S:20][C:21]([S:24]([CH3:25])=[O:1])=[CH:22][N:23]=2)=[CH:15][CH:16]=1)(=[O:9])[CH3:8]. (9) The product is: [CH3:16][C:8]1[N:9]=[C:4]([CH2:5][CH2:6][N:7]2[C:11]3[CH:12]=[CH:13][CH:14]=[CH:15][C:10]=3[N:9]=[C:8]2[C:16]([N:18]([CH2:40][CH:41]([CH3:43])[CH3:42])[C@H:19]2[CH2:24][C@@H:23]([C:25]([N:27]3[CH2:32][CH2:31][O:30][CH2:29][CH2:28]3)=[O:26])[CH2:22][N:21]([C:33]([O:35][C:36]([CH3:37])([CH3:38])[CH3:39])=[O:34])[CH2:20]2)=[O:17])[O:3][N:7]=1. Given the reactants C([O:3][C:4](=O)[CH2:5][CH2:6][N:7]1[C:11]2[CH:12]=[CH:13][CH:14]=[CH:15][C:10]=2[N:9]=[C:8]1[C:16]([N:18]([CH2:40][CH:41]([CH3:43])[CH3:42])[C@H:19]1[CH2:24][C@@H:23]([C:25]([N:27]2[CH2:32][CH2:31][O:30][CH2:29][CH2:28]2)=[O:26])[CH2:22][N:21]([C:33]([O:35][C:36]([CH3:39])([CH3:38])[CH3:37])=[O:34])[CH2:20]1)=[O:17])C.[OH-].[Na+].Cl, predict the reaction product.